This data is from Reaction yield outcomes from USPTO patents with 853,638 reactions. The task is: Predict the reaction yield, written as a fraction of the theoretical maximum amount of product (1.0 means a 100% yield; for example, 0.34 means a 34% yield). (1) The reactants are [Cl:1][C:2]1[C:3]([N:17]2[CH2:22][CH2:21][CH:20]([C:23]([O:25]C)=[O:24])[CH2:19][CH2:18]2)=[N:4][C:5]([NH:15][CH3:16])=[C:6]([C:8]2[O:9][C:10]([CH2:13][CH3:14])=[CH:11][N:12]=2)[CH:7]=1.[OH-].[Li+]. The catalyst is CO.C1COCC1. The product is [Cl:1][C:2]1[C:3]([N:17]2[CH2:18][CH2:19][CH:20]([C:23]([OH:25])=[O:24])[CH2:21][CH2:22]2)=[N:4][C:5]([NH:15][CH3:16])=[C:6]([C:8]2[O:9][C:10]([CH2:13][CH3:14])=[CH:11][N:12]=2)[CH:7]=1. The yield is 1.00. (2) The reactants are [Br:1][C:2]1[CH:7]=[CH:6][C:5]([C:8](=O)[CH2:9][CH2:10][C:11]([C:13]2[CH:18]=[CH:17][C:16]([Br:19])=[CH:15][CH:14]=2)=O)=[CH:4][CH:3]=1.[C:21]([C:25]1[CH:31]=[CH:30][C:28]([NH2:29])=[CH:27][CH:26]=1)([CH3:24])([CH3:23])[CH3:22].C(O)(C(F)(F)F)=O.O. The catalyst is C1(C)C=CC=CC=1.C(OCC)C. The product is [Br:1][C:2]1[CH:7]=[CH:6][C:5]([C:8]2[N:29]([C:28]3[CH:30]=[CH:31][C:25]([C:21]([CH3:24])([CH3:23])[CH3:22])=[CH:26][CH:27]=3)[C:11]([C:13]3[CH:18]=[CH:17][C:16]([Br:19])=[CH:15][CH:14]=3)=[CH:10][CH:9]=2)=[CH:4][CH:3]=1. The yield is 0.900. (3) The reactants are Cl[C:2]1[C:6]2[CH:7]=[C:8]([CH3:11])[CH:9]=[CH:10][C:5]=2[O:4][N:3]=1.[NH:12]1[CH2:17][CH2:16][NH:15][CH2:14][CH2:13]1.C1CCN2C(=NCCC2)CC1. The catalyst is O. The product is [N:12]1([C:2]2[C:6]3[CH:7]=[C:8]([CH3:11])[CH:9]=[CH:10][C:5]=3[O:4][N:3]=2)[CH2:17][CH2:16][NH:15][CH2:14][CH2:13]1. The yield is 0.800. (4) The yield is 0.740. The reactants are S(C1C=CC(C)=CC=1)([O-])(=O)=O.[NH2:12][C@@H:13]([CH2:25][CH2:26][S:27][CH3:28])[C:14]([O:16][C@H:17]([C:19]1[CH:24]=[CH:23][CH:22]=[CH:21][CH:20]=1)[CH3:18])=[O:15].[P:29](Cl)(Cl)(=[O:41])[O:30][C:31]1[C:40]2[C:35](=[CH:36][CH:37]=[CH:38][CH:39]=2)[CH:34]=[CH:33][CH:32]=1.C(Cl)[Cl:45]. No catalyst specified. The product is [Cl:45][C:32]1[CH:33]=[CH:34][C:35]2[C:40](=[CH:39][CH:38]=[CH:37][CH:36]=2)[C:31]=1[O:30][P:29](=[N:12][C@@H:13]([CH2:25][CH2:26][S:27][CH3:28])[C:14]([O:16][C@H:17]([C:19]1[CH:24]=[CH:23][CH:22]=[CH:21][CH:20]=1)[CH3:18])=[O:15])=[O:41]. (5) The reactants are C(Cl)(=O)C(Cl)=O.[Br:7][C:8]1[CH:9]=[CH:10][C:11]([Cl:17])=[C:12]([CH:16]=1)[C:13]([OH:15])=O.[F:18][C:19]1[CH:24]=[CH:23][C:22]([F:25])=[CH:21][C:20]=1[O:26][CH2:27][CH3:28].[Cl-].[Al+3].[Cl-].[Cl-]. The catalyst is C(Cl)(Cl)Cl.O.CN(C)C=O. The product is [Br:7][C:8]1[CH:9]=[CH:10][C:11]([Cl:17])=[C:12]([C:13]([C:23]2[CH:24]=[C:19]([F:18])[C:20]([O:26][CH2:27][CH3:28])=[CH:21][C:22]=2[F:25])=[O:15])[CH:16]=1. The yield is 0.700. (6) The reactants are [CH:1]1([CH:6]=[C:7]([C:16]2[NH:24][C:19]3=[N:20][CH:21]=[CH:22][CH:23]=[C:18]3[CH:17]=2)[C:8]2[CH:13]=[C:12]([CH3:14])[CH:11]=[C:10]([CH3:15])[CH:9]=2)[CH2:5][CH2:4][CH2:3][CH2:2]1. The catalyst is [Pd].CO. The product is [CH:1]1([CH2:6][CH:7]([C:16]2[NH:24][C:19]3=[N:20][CH:21]=[CH:22][CH:23]=[C:18]3[CH:17]=2)[C:8]2[CH:9]=[C:10]([CH3:15])[CH:11]=[C:12]([CH3:14])[CH:13]=2)[CH2:5][CH2:4][CH2:3][CH2:2]1. The yield is 0.250. (7) The reactants are [CH2:1]([N:8]1[CH2:13][CH2:12][C:11]([NH:21][C:22]2[CH:27]=[CH:26][CH:25]=[CH:24][CH:23]=2)([C:14]2[CH:19]=[CH:18][CH:17]=[C:16]([Br:20])[N:15]=2)[CH2:10][CH2:9]1)[C:2]1[CH:7]=[CH:6][CH:5]=[CH:4][CH:3]=1.[F:28][C:29]([F:40])([F:39])[C:30](O[C:30](=[O:31])[C:29]([F:40])([F:39])[F:28])=[O:31]. The catalyst is O1CCCC1. The product is [CH2:1]([N:8]1[CH2:13][CH2:12][C:11]([N:21]([C:22]2[CH:27]=[CH:26][CH:25]=[CH:24][CH:23]=2)[C:30](=[O:31])[C:29]([F:40])([F:39])[F:28])([C:14]2[CH:19]=[CH:18][CH:17]=[C:16]([Br:20])[N:15]=2)[CH2:10][CH2:9]1)[C:2]1[CH:3]=[CH:4][CH:5]=[CH:6][CH:7]=1. The yield is 0.810.